From a dataset of Forward reaction prediction with 1.9M reactions from USPTO patents (1976-2016). Predict the product of the given reaction. (1) Given the reactants [CH:1]1([CH2:6][CH:7]([C:11]2[CH:16]=[CH:15][C:14]([C:17]#[C:18][CH2:19][OH:20])=[CH:13][CH:12]=2)[C:8]([OH:10])=O)[CH2:5][CH2:4][CH2:3][CH2:2]1.C(Cl)(=O)C(Cl)=O.[NH2:27][C:28]1[S:29][CH:30]=[CH:31][N:32]=1.C(N(CC)C(C)C)(C)C, predict the reaction product. The product is: [CH:1]1([CH2:6][CH:7]([C:11]2[CH:16]=[CH:15][C:14]([C:17]#[C:18][CH2:19][OH:20])=[CH:13][CH:12]=2)[C:8]([NH:27][C:28]2[S:29][CH:30]=[CH:31][N:32]=2)=[O:10])[CH2:2][CH2:3][CH2:4][CH2:5]1. (2) Given the reactants [F:1][C:2]([F:42])([F:41])[C:3]1[CH:4]=[C:5]([C@H:13]([N:15]([CH3:40])[C:16]([N:18]2[CH2:31][CH2:30][C@:21]3([NH:25][C@H:24]([C:26](OC)=[O:27])[CH2:23][CH2:22]3)[CH2:20][C@@H:19]2[C:32]2[CH:37]=[CH:36][C:35]([F:38])=[CH:34][C:33]=2[CH3:39])=[O:17])[CH3:14])[CH:6]=[C:7]([C:9]([F:12])([F:11])[F:10])[CH:8]=1.[BH4-].[Li+], predict the reaction product. The product is: [F:42][C:2]([F:1])([F:41])[C:3]1[CH:4]=[C:5]([C@H:13]([N:15]([CH3:40])[C:16]([N:18]2[CH2:31][CH2:30][C@:21]3([NH:25][C@H:24]([CH2:26][OH:27])[CH2:23][CH2:22]3)[CH2:20][C@@H:19]2[C:32]2[CH:37]=[CH:36][C:35]([F:38])=[CH:34][C:33]=2[CH3:39])=[O:17])[CH3:14])[CH:6]=[C:7]([C:9]([F:12])([F:10])[F:11])[CH:8]=1. (3) Given the reactants [NH2:1][C@@H:2]1[C:8](=[O:9])[NH:7][C:6]2[CH:10]=[CH:11][CH:12]=[CH:13][C:5]=2[C:4]2[CH:14]=[CH:15][CH:16]=[CH:17][C:3]1=2.[CH3:18][O:19][C:20](=[O:30])[C:21]([OH:29])([CH2:25][CH:26]([CH3:28])[CH3:27])[C:22](O)=[O:23].O.ON1C2C=CC=CC=2N=N1.C(N(C(C)C)CC)(C)C.Cl.CN(C)CCCN=C=NCC, predict the reaction product. The product is: [CH3:18][O:19][C:20](=[O:30])[C:21]([OH:29])([C:22](=[O:23])[NH:1][C@@H:2]1[C:8](=[O:9])[NH:7][C:6]2[CH:10]=[CH:11][CH:12]=[CH:13][C:5]=2[C:4]2[CH:14]=[CH:15][CH:16]=[CH:17][C:3]1=2)[CH2:25][CH:26]([CH3:28])[CH3:27].